Dataset: B-cell epitopes from IEDB database with 3,159 antigens for binding position prediction. Task: Token-level Classification. Given an antigen amino acid sequence, predict which amino acid positions are active epitope sites capable of antibody binding. Output is a list of indices for active positions. (1) Given the antigen sequence: MESRAHKAWMTHTASGFETDYHKILTAGLSVQQGIVRQRVIQVHQVTNLEEICQLIIQAFEAGVDFQESADSFLLMLCLHHAYQGDYKQFLESNAVKYLEGHGFRFEVRKKEGVKRLEELLPAASSGKSIRRTLAAMPEEETTEANAGQFLSFASLFLPKLVVGEKACLEKVQRQIQVHSEQGLIQYPTAWQSVGHMMVIFRLMRTNFLIKFLLIHQGMHMVAGHDANDAVIANSVAQARFSGLLIVKTVLDHILQKTEHGVRLHPLARTAKVKNEVNSFKAALSSLAQHGEYAPFARLLNLSGVNNLEHGLFPQLSAIALGVATAHGSTLAGVNVGEQYQQLREAATEAEKQLQKYAESRELDHLGLDDQEKKILKDFHQKKNEISFQQTTAMVTLRKERLAKLTEAITSTSLLKTGKQYDDDNDIPFPGPINDNENSEQQDDDPTDSQDTTIPDIIVDPDDGRYNNYGDYPSETANAPEDLVLFDLEDGDEDDHRPSS..., which amino acid positions are active epitope sites? The epitope positions are: [629, 630, 631, 632, 633, 634, 635, 636, 637, 638, 639, 640, 641, 642]. The amino acids at these positions are: NQVSGSENTDNKPH. (2) Given the antigen sequence: DSGCVVSWKNEELKCGSGIFVTDNVHTWTEQYKFQPESPSKLASAIQKAHEEGFCGIRSVTRLENLMWKQITPELNRILSENEVKLTIMTGDIKGIMQAGKRSLRPQPTELKYSWKTWGKAKMLSTESHNQTFLIDGPETAECPNTNRAWNSLEVEDYGFGVFSSNIWLKLRVEQDVFCDSKLMSAAIKDNRAVHADMGYWIESAINDTWKIEKAYFIEVKSCHWPKSHTLWSNGVLESEMIIPKNFAGPVSQHNYRPGYHTQTAGPWHLGKLEMDFDFCEGTTVVVTEDCGNRGPSLRTTTASGKLITEWCCRSCTLPPLRYRGEDGCWYGMEIRPLKEKEENLVNSLVTA, which amino acid positions are active epitope sites? The epitope positions are: [304, 305, 306, 307, 308, 309, 310]. The amino acids at these positions are: GKLITEW.